This data is from Forward reaction prediction with 1.9M reactions from USPTO patents (1976-2016). The task is: Predict the product of the given reaction. (1) Given the reactants O=[C:2]1[C:6]2[NH:7][C:8]([C:10]([O:12][CH2:13][CH3:14])=[O:11])=[CH:9][C:5]=2[CH2:4][CH2:3]1.[C:15]1([CH3:23])[CH:20]=[CH:19][C:18]([Mg]Br)=[CH:17][CH:16]=1, predict the reaction product. The product is: [C:15]1([CH3:23])[CH:20]=[CH:19][C:18]([CH:2]2[C:6]3[NH:7][C:8]([C:10]([O:12][CH2:13][CH3:14])=[O:11])=[CH:9][C:5]=3[CH2:4][CH2:3]2)=[CH:17][CH:16]=1. (2) Given the reactants [F:1][C:2]1[CH:3]=[C:4]([C:9]2[CH:14]=[CH:13][C:12](=[O:15])[N:11]([CH2:16][C:17]3[CH:18]=[C:19]([CH:26]=[CH:27][CH:28]=3)[C:20]([NH:22][CH2:23][CH:24]=O)=[O:21])[N:10]=2)[CH:5]=[C:6]([F:8])[CH:7]=1.COC(NS([N+](CC)(CC)CC)(=O)=O)=O.C[N+](CC(O)=O)(C)C, predict the reaction product. The product is: [F:1][C:2]1[CH:3]=[C:4]([C:9]2[CH:14]=[CH:13][C:12](=[O:15])[N:11]([CH2:16][C:17]3[CH:28]=[CH:27][CH:26]=[C:19]([C:20]4[O:21][CH:24]=[CH:23][N:22]=4)[CH:18]=3)[N:10]=2)[CH:5]=[C:6]([F:8])[CH:7]=1. (3) Given the reactants [CH2:1]([N:3]([CH2:6][C:7]1[S:11][C:10]([C:12]([OH:14])=O)=[CH:9][C:8]=1[CH3:15])[CH2:4][CH3:5])[CH3:2].[OH:16][CH2:17][C:18]([NH:20][CH2:21][C@H:22]([OH:38])[CH2:23][O:24][C:25]1[C:30]([CH3:31])=[CH:29][C:28]([C:32](=[NH:35])[NH:33]O)=[CH:27][C:26]=1[O:36][CH3:37])=[O:19], predict the reaction product. The product is: [CH2:4]([N:3]([CH2:6][C:7]1[S:11][C:10]([C:12]2[O:14][N:33]=[C:32]([C:28]3[CH:29]=[C:30]([CH3:31])[C:25]([O:24][CH2:23][C@@H:22]([OH:38])[CH2:21][NH:20][C:18](=[O:19])[CH2:17][OH:16])=[C:26]([O:36][CH3:37])[CH:27]=3)[N:35]=2)=[CH:9][C:8]=1[CH3:15])[CH2:1][CH3:2])[CH3:5]. (4) The product is: [C:46]([O:38][C@@H:31]([CH2:30]/[CH:29]=[CH:28]\[CH2:27][CH2:26][CH2:25][CH2:24][CH2:23][CH2:22][CH2:21][CH:10]([O:9][C:1]([O:2][CH2:3][CH2:4][CH2:5][N:6]([CH3:8])[CH3:7])=[O:39])[CH2:11][CH2:12][CH2:13][CH2:14][CH2:15][CH2:16][CH2:17][CH2:18][CH2:19][CH3:20])[CH2:32][CH2:33][CH2:34][CH2:35][CH2:36][CH3:37])(=[O:48])[CH3:47]. Given the reactants [C:1](=[O:39])([O:9][CH:10]([CH2:21][CH2:22][CH2:23][CH2:24][CH2:25][CH2:26][CH2:27]/[CH:28]=[CH:29]\[CH2:30][C@H:31]([OH:38])[CH2:32][CH2:33][CH2:34][CH2:35][CH2:36][CH3:37])[CH2:11][CH2:12][CH2:13][CH2:14][CH2:15][CH2:16][CH2:17][CH2:18][CH2:19][CH3:20])[O:2][CH2:3][CH2:4][CH2:5][N:6]([CH3:8])[CH3:7].N1C=CC=CC=1.[C:46](Cl)(=[O:48])[CH3:47], predict the reaction product.